The task is: Predict the product of the given reaction.. This data is from Forward reaction prediction with 1.9M reactions from USPTO patents (1976-2016). (1) Given the reactants [Cl:1][C:2]1[CH:3]=[C:4]2[C:8](=[CH:9][CH:10]=1)[CH2:7][N:6]([C:11]([O:13][CH2:14][C@@:15]([OH:27])([CH3:26])[CH2:16][N:17]1[CH:21]=[C:20]([N+:22]([O-:24])=[O:23])[N:19]=[C:18]1Cl)=[O:12])[CH2:5]2.[H-].[Na+], predict the reaction product. The product is: [Cl:1][C:2]1[CH:3]=[C:4]2[C:8](=[CH:9][CH:10]=1)[CH2:7][N:6]([C:11]([O:13][CH2:14][C@:15]1([CH3:26])[O:27][C:18]3=[N:19][C:20]([N+:22]([O-:24])=[O:23])=[CH:21][N:17]3[CH2:16]1)=[O:12])[CH2:5]2. (2) Given the reactants [Br:1][C:2]1[C:23]([O:24][CH3:25])=[CH:22][C:5]2[C:6]3[N:11]([CH:12]([CH2:14][CH3:15])[CH2:13][C:4]=2[CH:3]=1)[CH:10]=[C:9]([C:16]([O:18]CC)=[O:17])[C:8](=[O:21])[CH:7]=3.[OH-].[Li+].Cl, predict the reaction product. The product is: [Br:1][C:2]1[C:23]([O:24][CH3:25])=[CH:22][C:5]2[C:6]3[N:11]([CH:12]([CH2:14][CH3:15])[CH2:13][C:4]=2[CH:3]=1)[CH:10]=[C:9]([C:16]([OH:18])=[O:17])[C:8](=[O:21])[CH:7]=3. (3) Given the reactants [Si:1]([O:8][CH2:9][CH:10]1[CH2:12][CH:11]1[C:13]1[N:17]2[C:18](=[O:35])[CH:19]=[C:20]([CH2:22][N:23]3[C:27]([CH:28]4[CH2:30][CH2:29]4)=[CH:26][C:25]([C:31]([F:34])([F:33])[F:32])=[N:24]3)[N:21]=[C:16]2[S:15][C:14]=1[CH3:36])([C:4]([CH3:7])([CH3:6])[CH3:5])([CH3:3])[CH3:2].[CH2:37]([Li])CCC.CI, predict the reaction product. The product is: [Si:1]([O:8][CH2:9][C@@H:10]1[CH2:12][C@H:11]1[C:13]1[N:17]2[C:18](=[O:35])[CH:19]=[C:20]([CH:22]([N:23]3[C:27]([CH:28]4[CH2:30][CH2:29]4)=[CH:26][C:25]([C:31]([F:32])([F:33])[F:34])=[N:24]3)[CH3:37])[N:21]=[C:16]2[S:15][C:14]=1[CH3:36])([C:4]([CH3:6])([CH3:7])[CH3:5])([CH3:3])[CH3:2]. (4) Given the reactants [CH3:1][C:2]1([CH3:35])[CH2:5][CH:4]([CH:6]([NH:23][C:24]2[CH:25]=[N:26][C:27]3[C:32]([CH:33]=2)=[CH:31][CH:30]=[C:29]([F:34])[CH:28]=3)[C:7]2[CH:22]=[CH:21][C:10]([C:11]([NH:13][CH2:14][CH2:15][C:16]([O:18]CC)=[O:17])=[O:12])=[CH:9][CH:8]=2)[CH2:3]1.O1CCCC1.[OH-].[Na+].Cl, predict the reaction product. The product is: [CH3:1][C:2]1([CH3:35])[CH2:5][CH:4]([CH:6]([NH:23][C:24]2[CH:25]=[N:26][C:27]3[C:32]([CH:33]=2)=[CH:31][CH:30]=[C:29]([F:34])[CH:28]=3)[C:7]2[CH:8]=[CH:9][C:10]([C:11]([NH:13][CH2:14][CH2:15][C:16]([OH:18])=[O:17])=[O:12])=[CH:21][CH:22]=2)[CH2:3]1. (5) Given the reactants [C:1](Cl)(=[O:10])[O:2][CH2:3][C:4]1[CH:9]=[CH:8][CH:7]=[CH:6][CH:5]=1.Cl.[CH2:13]([NH2:17])/[CH:14]=[CH:15]/[CH3:16].CCN(C(C)C)C(C)C, predict the reaction product. The product is: [CH2:13]([NH:17][C:1](=[O:10])[O:2][CH2:3][C:4]1[CH:9]=[CH:8][CH:7]=[CH:6][CH:5]=1)/[CH:14]=[CH:15]/[CH3:16].